Predict the reaction yield, written as a fraction of the theoretical maximum amount of product (1.0 means a 100% yield; for example, 0.34 means a 34% yield). From a dataset of Reaction yield outcomes from USPTO patents with 853,638 reactions. (1) The reactants are [NH2:1][C:2]1[N:7]=[CH:6][C:5]([C:8]([N:10]2[CH2:15][CH2:14][O:13][CH2:12][C@H:11]2[CH3:16])=[O:9])=[CH:4][CH:3]=1.Br[C:18]1[C:19](=[O:26])[N:20]([CH3:25])[CH:21]=[C:22]([Br:24])[CH:23]=1.C(=O)([O-])[O-].[Cs+].[Cs+].CC1(C)C2C(=C(P(C3C=CC=CC=3)C3C=CC=CC=3)C=CC=2)OC2C(P(C3C=CC=CC=3)C3C=CC=CC=3)=CC=CC1=2. The catalyst is C1C=CC(/C=C/C(/C=C/C2C=CC=CC=2)=O)=CC=1.C1C=CC(/C=C/C(/C=C/C2C=CC=CC=2)=O)=CC=1.C1C=CC(/C=C/C(/C=C/C2C=CC=CC=2)=O)=CC=1.[Pd].[Pd]. The product is [Br:24][C:22]1[CH:23]=[C:18]([NH:1][C:2]2[CH:3]=[CH:4][C:5]([C:8]([N:10]3[CH2:15][CH2:14][O:13][CH2:12][C@H:11]3[CH3:16])=[O:9])=[CH:6][N:7]=2)[C:19](=[O:26])[N:20]([CH3:25])[CH:21]=1. The yield is 0.700. (2) The reactants are [H-].[Na+].[F:3][C:4]1[CH:5]=[CH:6][C:7]([C:10]2[C:14]([CH2:15][OH:16])=[C:13](/[CH:17]=[CH:18]/[C:19]3[CH:24]=[CH:23][CH:22]=[CH:21][CH:20]=3)[O:12][N:11]=2)=[N:8][CH:9]=1.Cl[C:26]1[CH:35]=[CH:34][C:29]([C:30]([O:32][CH3:33])=[O:31])=[CH:28][N:27]=1.[Cl-].[NH4+]. The catalyst is C1COCC1.O. The product is [F:3][C:4]1[CH:5]=[CH:6][C:7]([C:10]2[C:14]([CH2:15][O:16][C:26]3[CH:35]=[CH:34][C:29]([C:30]([O:32][CH3:33])=[O:31])=[CH:28][N:27]=3)=[C:13](/[CH:17]=[CH:18]/[C:19]3[CH:20]=[CH:21][CH:22]=[CH:23][CH:24]=3)[O:12][N:11]=2)=[N:8][CH:9]=1. The yield is 0.660. (3) The yield is 0.210. The product is [F:21][C:22]1[CH:23]=[CH:24][C:25]([N:28]2[CH2:33][CH2:32][N:31]([CH2:1][C:3]3[CH:18]=[CH:17][C:6]([O:7][C:8]4[CH:16]=[CH:15][C:11]([C:12]([NH2:14])=[O:13])=[CH:10][N:9]=4)=[CH:5][CH:4]=3)[CH2:30][CH2:29]2)=[CH:26][CH:27]=1. The catalyst is CO. The reactants are [CH:1]([C:3]1[CH:18]=[CH:17][C:6]([O:7][C:8]2[CH:16]=[CH:15][C:11]([C:12]([NH2:14])=[O:13])=[CH:10][N:9]=2)=[CH:5][CH:4]=1)=O.Cl.Cl.[F:21][C:22]1[CH:27]=[CH:26][C:25]([N:28]2[CH2:33][CH2:32][NH:31][CH2:30][CH2:29]2)=[CH:24][CH:23]=1.C(N(CC)CC)C.[BH4-].[Na+].